Dataset: Forward reaction prediction with 1.9M reactions from USPTO patents (1976-2016). Task: Predict the product of the given reaction. (1) Given the reactants [Cl:1][C:2]1[CH:7]=[CH:6][C:5]([O:8]C)=[CH:4][C:3]=1[CH:10]([CH3:24])[C:11]([C:17]1[CH:22]=[CH:21][N:20]=[C:19]([Cl:23])[CH:18]=1)([OH:16])[C:12]([F:15])([F:14])[F:13].B(Br)(Br)Br, predict the reaction product. The product is: [Cl:1][C:2]1[CH:7]=[CH:6][C:5]([OH:8])=[CH:4][C:3]=1[CH:10]([CH3:24])[C:11]([C:17]1[CH:22]=[CH:21][N:20]=[C:19]([Cl:23])[CH:18]=1)([OH:16])[C:12]([F:15])([F:14])[F:13]. (2) Given the reactants [CH2:1]([O:3][C:4]([C:6]1[C:7]([OH:25])=[C:8]2[C:14]([Br:15])=[C:13]([Br:16])[N:12]([CH2:17][C:18]3[CH:23]=[CH:22][C:21](F)=[CH:20][CH:19]=3)[C:9]2=[CH:10][N:11]=1)=[O:5])[CH3:2].[CH2:26]([O:28]C(C1C=CNC=1C)=O)C.COC1C=CC=CC=1CCl, predict the reaction product. The product is: [CH2:1]([O:3][C:4]([C:6]1[C:7]([OH:25])=[C:8]2[C:14]([Br:15])=[C:13]([Br:16])[N:12]([CH2:17][C:18]3[CH:23]=[CH:22][CH:21]=[CH:20][C:19]=3[O:28][CH3:26])[C:9]2=[CH:10][N:11]=1)=[O:5])[CH3:2]. (3) Given the reactants C[Si]([C:5]#[C:6][C:7]1[CH:18]=[CH:17][C:10]([CH2:11][N:12]2[CH2:16][CH2:15][CH2:14][CH2:13]2)=[CH:9][CH:8]=1)(C)C.[OH-].[Na+], predict the reaction product. The product is: [C:6]([C:7]1[CH:18]=[CH:17][C:10]([CH2:11][N:12]2[CH2:16][CH2:15][CH2:14][CH2:13]2)=[CH:9][CH:8]=1)#[CH:5]. (4) Given the reactants [CH3:1][C:2]1[NH:7][C:6](=O)[C:5](C(O)=O)=[CH:4][C:3]=1[N+:12]([O-:14])=[O:13].CN([CH:18]=[O:19])C.O=P(Cl)(Cl)[Cl:22].[CH3:25][OH:26], predict the reaction product. The product is: [Cl:22][C:6]1[N:7]=[C:2]([CH3:1])[C:3]([N+:12]([O-:14])=[O:13])=[CH:4][C:5]=1[C:25]([O:19][CH3:18])=[O:26]. (5) Given the reactants [Cl:1][C:2]1[CH:3]=[C:4]([CH:8]=[C:9]([CH:11]2[CH2:13][CH2:12]2)[CH:10]=1)[C:5]([OH:7])=O.FC1C=C(C=C(C(F)(F)F)C=1)[C:18]([N:20]([C:22]1[CH:23]=[N:24][CH:25]=[CH:26][C:27]=1[C:28]1[CH:33]=[CH:32][C:31]([F:34])=[CH:30][C:29]=1[O:35][CH3:36])C)=O, predict the reaction product. The product is: [Cl:1][C:2]1[CH:3]=[C:4]([CH:8]=[C:9]([CH:11]2[CH2:13][CH2:12]2)[CH:10]=1)[C:5]([N:20]([C:22]1[CH:23]=[N:24][CH:25]=[CH:26][C:27]=1[C:28]1[CH:33]=[CH:32][C:31]([F:34])=[CH:30][C:29]=1[O:35][CH3:36])[CH3:18])=[O:7]. (6) Given the reactants [CH2:1]([C:5]1[C:10]([CH2:11]O)=[C:9]([Cl:13])[N:8]=[N:7][C:6]=1[C:14]1[CH:19]=[CH:18][CH:17]=[CH:16][CH:15]=1)[CH2:2][CH2:3][CH3:4].O=S(Cl)[Cl:22], predict the reaction product. The product is: [ClH:13].[CH2:1]([C:5]1[C:10]([CH2:11][Cl:22])=[C:9]([Cl:13])[N:8]=[N:7][C:6]=1[C:14]1[CH:19]=[CH:18][CH:17]=[CH:16][CH:15]=1)[CH2:2][CH2:3][CH3:4]. (7) Given the reactants [CH:1]1([C:10]2[CH:15]=[CH:14][C:13]([OH:16])=[CH:12][CH:11]=2)[C:9]2[C:4](=[CH:5][CH:6]=[CH:7][CH:8]=2)[CH2:3][CH2:2]1.[CH2:17]([CH:19]1[O:21][CH2:20]1)Cl, predict the reaction product. The product is: [CH:1]1([C:10]2[CH:11]=[CH:12][C:13]([O:16][CH2:17][CH:19]3[CH2:20][O:21]3)=[CH:14][CH:15]=2)[C:9]2[C:4](=[CH:5][CH:6]=[CH:7][CH:8]=2)[CH2:3][CH2:2]1. (8) Given the reactants Br[C:2]1[CH:3]=[C:4]([CH:8]=[CH:9][CH:10]=1)[C:5]([OH:7])=[O:6].[CH2:11]([O:13][C:14]([C:16]1[CH:21]=[CH:20][C:19](B(O)O)=[CH:18][CH:17]=1)=[O:15])[CH3:12].C(=O)([O-])[O-].[Cs+].[Cs+], predict the reaction product. The product is: [CH2:11]([O:13][C:14]([C:16]1[CH:21]=[CH:20][C:19]([C:2]2[CH:10]=[CH:9][CH:8]=[C:4]([C:5]([OH:7])=[O:6])[CH:3]=2)=[CH:18][CH:17]=1)=[O:15])[CH3:12]. (9) Given the reactants [Br:1]N1C(=O)CCC1=O.[CH2:9]([O:11][C:12]1[CH:17]=[CH:16][CH:15]=[C:14]([F:18])[C:13]=1[O:19][CH2:20][CH3:21])[CH3:10].CCCCCC, predict the reaction product. The product is: [Br:1][C:15]1[CH:16]=[CH:17][C:12]([O:11][CH2:9][CH3:10])=[C:13]([O:19][CH2:20][CH3:21])[C:14]=1[F:18]. (10) Given the reactants Br[C:2]1[CH:7]=[CH:6][CH:5]=[C:4]([CH2:8][CH2:9][O:10][CH:11]2[CH2:16][CH2:15][CH2:14][CH2:13][O:12]2)[N:3]=1.[CH:17]1([NH2:22])[CH2:21][CH2:20][CH2:19][CH2:18]1.CC(C)([O-])C.[Na+], predict the reaction product. The product is: [CH:17]1([NH:22][C:2]2[CH:7]=[CH:6][CH:5]=[C:4]([CH2:8][CH2:9][O:10][CH:11]3[CH2:16][CH2:15][CH2:14][CH2:13][O:12]3)[N:3]=2)[CH2:21][CH2:20][CH2:19][CH2:18]1.